Dataset: Full USPTO retrosynthesis dataset with 1.9M reactions from patents (1976-2016). Task: Predict the reactants needed to synthesize the given product. (1) Given the product [CH2:17]([O:19][CH2:20][CH2:21][N:6]1[C:5]([C:3]([O:2][CH3:1])=[O:4])=[C:9]([N+:10]([O-:12])=[O:11])[C:8]([C:13]([O:15][CH3:16])=[O:14])=[N:7]1)[CH3:18], predict the reactants needed to synthesize it. The reactants are: [CH3:1][O:2][C:3]([C:5]1[C:9]([N+:10]([O-:12])=[O:11])=[C:8]([C:13]([O:15][CH3:16])=[O:14])[NH:7][N:6]=1)=[O:4].[CH2:17]([O:19][CH2:20][CH2:21]Br)[CH3:18].C(=O)([O-])[O-].[K+].[K+]. (2) Given the product [CH:27]1([C:11]2[C:10]([S:14]([NH2:17])(=[O:16])=[O:15])=[C:9]([CH3:18])[C:8]([S:19]([NH2:22])(=[O:21])=[O:20])=[C:7]([CH:1]3[CH2:2][CH2:3][CH2:4][CH2:5][CH2:6]3)[C:12]=2[CH3:13])[CH2:28][CH2:32][CH2:31][CH2:30][CH2:25]1, predict the reactants needed to synthesize it. The reactants are: [CH:1]1([C:7]2[C:12]([CH3:13])=[CH:11][C:10]([S:14]([NH2:17])(=[O:16])=[O:15])=[C:9]([CH3:18])[C:8]=2[S:19]([NH2:22])(=[O:21])=[O:20])[CH2:6][CH2:5][CH2:4][CH2:3][CH2:2]1.[OH-].[Na+].[CH2:25]([CH:27]1O[CH2:28]1)Cl.[CH3:30][CH:31](O)[CH3:32]. (3) The reactants are: C[O:2][C:3]1[CH:12]=[C:11]2[C:6]([CH:7]=[CH:8][C:9]([C:13]([O:15]C)=[O:14])=[CH:10]2)=[CH:5][CH:4]=1.Br. Given the product [OH:2][C:3]1[CH:12]=[C:11]2[C:6]([CH:7]=[CH:8][C:9]([C:13]([OH:15])=[O:14])=[CH:10]2)=[CH:5][CH:4]=1, predict the reactants needed to synthesize it. (4) Given the product [NH2:7][C:8]1[S:9][C:10]([N:1]2[CH2:6][CH2:5][CH2:4][CH2:3][CH2:2]2)=[N:11][N:12]=1, predict the reactants needed to synthesize it. The reactants are: [NH:1]1[CH2:6][CH2:5][CH2:4][CH2:3][CH2:2]1.[NH2:7][C:8]1[S:9][C:10](Cl)=[N:11][N:12]=1. (5) The reactants are: [CH:1]([O:4][C:5]1[CH:6]=[C:7]([CH:11]=[C:12]([O:14][C@@H:15](C)[CH2:16][C:17]2[CH:22]=[CH:21][CH:20]=[CH:19]C=2)[CH:13]=1)[C:8]([OH:10])=[O:9])([CH3:3])[CH3:2].[C:24](=O)([O-])[O-].[K+].[K+].C(Br)C1C=CC=CC=1. Given the product [CH2:15]([O:14][C:12]1[CH:11]=[C:7]([CH:6]=[C:5]([O:4][CH:1]([CH3:2])[CH3:3])[CH:13]=1)[C:8]([O:10][CH3:24])=[O:9])[C:16]1[CH:17]=[CH:22][CH:21]=[CH:20][CH:19]=1, predict the reactants needed to synthesize it. (6) Given the product [CH2:13]([O:12][C:9]1[CH:10]=[CH:11][C:6]([C:4]([NH:60][NH2:61])=[O:5])=[CH:7][C:8]=1[C:21]([F:24])([F:23])[F:22])[CH2:14][CH2:15][CH2:16][CH2:17][CH2:18][CH2:19][CH3:20], predict the reactants needed to synthesize it. The reactants are: Cl.NC[C:4]([C:6]1[CH:11]=[CH:10][C:9]([O:12][CH2:13][CH2:14][CH2:15][CH2:16][CH2:17][CH2:18][CH2:19][CH3:20])=[C:8]([C:21]([F:24])([F:23])[F:22])[CH:7]=1)=[O:5].C1N=CN(C(N2C=NC=C2)=O)C=1.C(OC1C=CC(C(O)=O)=CC=1C(F)(F)F)CCCCCCC.O.[NH2:60][NH2:61]. (7) Given the product [C:60]([C:37]1[CH:38]=[CH:39][CH:40]=[C:41]2[C:36]=1[N:35]=[C:34]([C:32]([OH:33])=[O:31])[C:43]([C:44]#[C:45][C:46]1[CH:51]=[CH:50][CH:49]=[CH:48][CH:47]=1)=[C:42]2[OH:52])#[N:61], predict the reactants needed to synthesize it. The reactants are: COC(C1C=C(O)C2C(=C(OCC3C=CC=CC=3)C=CC=2)N=1)=O.C([O:31][C:32]([C:34]1[C:43]([C:44]#[C:45][C:46]2[CH:51]=[CH:50][CH:49]=[CH:48][CH:47]=2)=[C:42]([O:52]CC2C=CC=CC=2)[C:41]2[C:36](=[C:37]([C:60]#[N:61])[CH:38]=[CH:39][CH:40]=2)[N:35]=1)=[O:33])C1C=CC=CC=1.